Task: Predict which catalyst facilitates the given reaction.. Dataset: Catalyst prediction with 721,799 reactions and 888 catalyst types from USPTO (1) Reactant: [NH2:1][C@H:2]1[C:13](=[O:14])[O:12][CH2:11][C@@H:10]([C:15]2[CH:20]=[CH:19][CH:18]=[CH:17][CH:16]=2)[NH:9][C:8](=[O:21])[CH2:7][CH2:6][CH:5]=[CH:4][CH2:3]1.Br[CH2:23][CH2:24][O:25][CH2:26][CH2:27]Br.C(=O)([O-])[O-].[Na+].[Na+].[I-].[Na+]. Product: [O:25]1[CH2:26][CH2:27][N:1]([C@H:2]2[C:13](=[O:14])[O:12][CH2:11][C@@H:10]([C:15]3[CH:20]=[CH:19][CH:18]=[CH:17][CH:16]=3)[NH:9][C:8](=[O:21])[CH2:7][CH2:6][CH:5]=[CH:4][CH2:3]2)[CH2:23][CH2:24]1. The catalyst class is: 9. (2) Reactant: N#N.[N+:3]([C:6]1[CH:10]=[N:9][N:8]([CH2:11][C:12]2[O:16][C:15]([C:17](=[O:19])[CH3:18])=[CH:14][CH:13]=2)[N:7]=1)([O-])=O.[NH4+].[Cl-]. Product: [NH2:3][C:6]1[CH:10]=[N:9][N:8]([CH2:11][C:12]2[O:16][C:15]([C:17](=[O:19])[CH3:18])=[CH:14][CH:13]=2)[N:7]=1. The catalyst class is: 314. (3) Reactant: [C:1]1([C:7]2N(CC(O)=O)[C:9]([C:12]3[CH:17]=[CH:16][CH:15]=[CH:14][CH:13]=3)=[CH:10][CH:11]=2)[CH:6]=[CH:5][CH:4]=[CH:3]C=1.C1N=C[N:24]([C:27]([N:29]2[CH:33]=[N:32][CH:31]=[CH:30]2)=O)C=1.Cl.[NH2:35]C(N)=N.C(N(CC)CC)C.[OH2:46]. Product: [NH2:35][C:27]([NH2:24])=[N:29][C:30](=[O:46])[CH2:31][N:32]1[CH:33]=[C:9]([C:12]2[CH:13]=[CH:14][CH:15]=[CH:16][CH:17]=2)[CH:10]=[C:11]1[C:7]1[CH:3]=[CH:4][CH:5]=[CH:6][CH:1]=1. The catalyst class is: 3. (4) Reactant: [H-].[Na+].[NH:3]1[CH2:8][CH2:7][CH2:6][CH2:5][C:4]1=[O:9].Br[CH2:11][C:12]1[CH:21]=[CH:20][C:15]([C:16]([O:18][CH3:19])=[O:17])=[CH:14][CH:13]=1.[Cl-].[Na+]. Product: [O:9]=[C:4]1[CH2:5][CH2:6][CH2:7][CH2:8][N:3]1[CH2:11][C:12]1[CH:21]=[CH:20][C:15]([C:16]([O:18][CH3:19])=[O:17])=[CH:14][CH:13]=1. The catalyst class is: 3. (5) Reactant: [Cl:1][C:2]1[CH:3]=[CH:4][C:5]([S:8][C:9]2[O:13][C:12]([C:14]3[CH:19]=[CH:18][C:17]([F:20])=[CH:16][CH:15]=3)=[N:11][C:10]=2[CH2:21][OH:22])=[N:6][CH:7]=1.C[Si]([N-][Si](C)(C)C)(C)C.[Na+].Br[C:34]1[CH:44]=[CH:43][C:37]([C:38]([NH:40][CH2:41][CH3:42])=[O:39])=[CH:36][N:35]=1.O. Product: [Cl:1][C:2]1[CH:3]=[CH:4][C:5]([S:8][C:9]2[O:13][C:12]([C:14]3[CH:19]=[CH:18][C:17]([F:20])=[CH:16][CH:15]=3)=[N:11][C:10]=2[CH2:21][O:22][C:34]2[N:35]=[CH:36][C:37]([C:38]([NH:40][CH2:41][CH3:42])=[O:39])=[CH:43][CH:44]=2)=[N:6][CH:7]=1. The catalyst class is: 1. (6) Reactant: [CH2:1]([O:8][C:9]1[CH:14]=[CH:13][CH:12]=[CH:11][C:10]=1[C:15]1[O:19][N:18]=[C:17]([C:20]([OH:22])=O)[CH:16]=1)[C:2]1[CH:7]=[CH:6][CH:5]=[CH:4][CH:3]=1.CCN(C(C)C)C(C)C.C1C=CC2N(O)N=NC=2C=1.CCN=C=NCCCN(C)C.Cl.Cl.[CH2:55]([O:57][C:58](=[O:61])[CH2:59][NH2:60])[CH3:56]. Product: [CH2:55]([O:57][C:58](=[O:61])[CH2:59][NH:60][C:20]([C:17]1[CH:16]=[C:15]([C:10]2[CH:11]=[CH:12][CH:13]=[CH:14][C:9]=2[O:8][CH2:1][C:2]2[CH:3]=[CH:4][CH:5]=[CH:6][CH:7]=2)[O:19][N:18]=1)=[O:22])[CH3:56]. The catalyst class is: 18.